From a dataset of Carcinogenicity classification data from Lagunin et al.. Regression/Classification. Given a drug SMILES string, predict its toxicity properties. Task type varies by dataset: regression for continuous values (e.g., LD50, hERG inhibition percentage) or binary classification for toxic/non-toxic outcomes (e.g., AMES mutagenicity, cardiotoxicity, hepatotoxicity). Dataset: carcinogens_lagunin. The molecule is COc1ccc2c(c1)N(C[C@H](C)CN(C)C)c1ccccc1S2. The result is 0 (non-carcinogenic).